This data is from Reaction yield outcomes from USPTO patents with 853,638 reactions. The task is: Predict the reaction yield, written as a fraction of the theoretical maximum amount of product (1.0 means a 100% yield; for example, 0.34 means a 34% yield). (1) The reactants are [Cl:1][C:2]1[CH:10]=[CH:9][CH:8]=[C:7]([CH3:11])[C:3]=1[C:4]([OH:6])=[O:5].[CH3:12]N(C=O)C.C(Cl)(=O)C(Cl)=O. The catalyst is ClCCl. The product is [CH3:12][O:5][C:4](=[O:6])[C:3]1[C:7]([CH3:11])=[CH:8][CH:9]=[CH:10][C:2]=1[Cl:1]. The yield is 0.720. (2) The reactants are [CH3:1][O:2][C:3](=[O:14])[C:4]1[CH:12]=[CH:11][C:10]([OH:13])=[C:6]([C:7]([OH:9])=O)[CH:5]=1.[F:15][C:16]([F:29])([F:28])[C:17]1[CH:18]=[C:19]([CH:21]=[C:22]([C:24]([F:27])([F:26])[F:25])[CH:23]=1)[NH2:20]. No catalyst specified. The yield is 0.915. The product is [CH3:1][O:2][C:3](=[O:14])[C:4]1[CH:12]=[CH:11][C:10]([OH:13])=[C:6]([C:7]([NH:20][C:19]2[CH:21]=[C:22]([C:24]([F:25])([F:26])[F:27])[CH:23]=[C:17]([C:16]([F:15])([F:28])[F:29])[CH:18]=2)=[O:9])[CH:5]=1. (3) The reactants are [CH3:1][N:2]1[CH:6]=[CH:5][CH:4]=[CH:3]1.CN(CCN(C)C)C.[Li]CCCC.[Sn](Cl)(C)(C)C.Br[C:26]1[CH:27]=[C:28]([CH:31]=[CH:32][CH:33]=1)[CH:29]=[O:30].[F-].[K+]. The catalyst is CCOCC.C1COCC1.Cl[Pd](Cl)([P](C1C=CC=CC=1)(C1C=CC=CC=1)C1C=CC=CC=1)[P](C1C=CC=CC=1)(C1C=CC=CC=1)C1C=CC=CC=1.C(OCC)(=O)C.O1CCOCC1. The product is [CH3:1][N:2]1[CH:6]=[CH:5][CH:4]=[C:3]1[C:26]1[CH:27]=[C:28]([CH:31]=[CH:32][CH:33]=1)[CH:29]=[O:30]. The yield is 0.240. (4) The reactants are [F:1][C:2]1[CH:7]=[N:6][CH:5]=[C:4]2[S:8][CH:9]=[CH:10][C:3]=12.C([O-])(=O)C.[Na+].[Br:16]Br. The catalyst is C(O)(=O)C. The product is [Br:16][C:10]1[C:3]2[C:4](=[CH:5][N:6]=[CH:7][C:2]=2[F:1])[S:8][CH:9]=1. The yield is 0.510. (5) The reactants are [F:1][C:2]1[CH:10]=[CH:9][C:5]([C:6](Cl)=[O:7])=[CH:4][CH:3]=1.Cl.[F:12][C:13]1[CH:14]=[C:15]([C:19]2[N:23]=[C:22]([CH:24]3[CH2:29][CH2:28][CH2:27][NH:26][CH2:25]3)[O:21][N:20]=2)[CH:16]=[CH:17][CH:18]=1. The catalyst is C(Cl)Cl.CO. The product is [F:1][C:2]1[CH:10]=[CH:9][C:5]([C:6]([N:26]2[CH2:27][CH2:28][CH2:29][CH:24]([C:22]3[O:21][N:20]=[C:19]([C:15]4[CH:16]=[CH:17][CH:18]=[C:13]([F:12])[CH:14]=4)[N:23]=3)[CH2:25]2)=[O:7])=[CH:4][CH:3]=1. The yield is 0.500. (6) The reactants are Cl[C:2]1[N:3]([C@@H:15]2[O:21][C@H:20]([CH2:22][O:23]C(=O)C)[C@@H:18]([OH:19])[C@H:16]2[OH:17])[C:4]2[C:9]([C:10]=1[CH:11]=[O:12])=[CH:8][C:7]([Cl:13])=[C:6]([Cl:14])[CH:5]=2.[CH3:27][O-:28].[Na+].CO.C(Cl)(Cl)Cl.CO.O. The catalyst is CO. The product is [Cl:13][C:7]1[CH:8]=[C:9]2[C:4](=[CH:5][C:6]=1[Cl:14])[N:3]([C@@H:15]1[O:21][C@H:20]([CH2:22][OH:23])[C@@H:18]([OH:19])[C@H:16]1[OH:17])[C:2]([O:28][CH3:27])=[C:10]2[CH:11]=[O:12]. The yield is 0.420. (7) The reactants are [K].[Br:2][C:3]1[CH:4]=C(C#N)[C:6]([Cl:13](=O)=O)=[N:7][C:8]=1[C:9]([CH3:12])([CH3:11])[CH3:10].[C:18]([O:21]CC)(=[O:20])[CH3:19]. The catalyst is O.CC(O)C. The product is [Br:2][C:3]1[CH:4]=[C:19]([C:18]([OH:21])=[O:20])[C:6]([Cl:13])=[N:7][C:8]=1[C:9]([CH3:11])([CH3:10])[CH3:12]. The yield is 0.610. (8) The reactants are [C:1]1([N:7]2[CH:11]=[C:10]([C:12](OCC)=[O:13])[N:9]=[C:8]2[S:17][C:18]2[CH:23]=[CH:22][CH:21]=[CH:20][CH:19]=2)[CH:6]=[CH:5][CH:4]=[CH:3][CH:2]=1.[H-].C([Al+]CC(C)C)C(C)C.O. The catalyst is O1CCCC1.C1(C)C=CC=CC=1. The product is [C:1]1([N:7]2[CH:11]=[C:10]([CH2:12][OH:13])[N:9]=[C:8]2[S:17][C:18]2[CH:19]=[CH:20][CH:21]=[CH:22][CH:23]=2)[CH:2]=[CH:3][CH:4]=[CH:5][CH:6]=1. The yield is 0.780.